From a dataset of Full USPTO retrosynthesis dataset with 1.9M reactions from patents (1976-2016). Predict the reactants needed to synthesize the given product. (1) Given the product [C:1]([C:5]1[S:9][C:8]([C@@H:10]2[CH2:15][C@H:14]([C:16]3[O:20][NH:19][C:18](=[O:21])[CH:17]=3)[CH2:13][CH2:12][NH:11]2)=[CH:7][CH:6]=1)([CH3:4])([CH3:2])[CH3:3], predict the reactants needed to synthesize it. The reactants are: [C:1]([C:5]1[S:9][C:8]([C@@H:10]2[CH2:15][C@H:14]([C:16]3[O:20][NH:19][C:18](=[O:21])[CH:17]=3)[CH2:13][CH2:12][N:11]2C(OC)=O)=[CH:7][CH:6]=1)([CH3:4])([CH3:3])[CH3:2].Br. (2) Given the product [C:3]1([C:4]([NH:15][C@H:16]2[C:24]3[C:19](=[CH:20][CH:21]=[C:22]([C:25]([O:27][CH3:28])=[O:26])[CH:23]=3)[CH2:18][CH2:17]2)=[O:5])[C:2]2[C:10](=[CH:38][CH:37]=[CH:35][CH:36]=2)[CH:9]=[CH:8][CH:7]=1, predict the reactants needed to synthesize it. The reactants are: Cl[C:2]1[CH:10]=[CH:9][CH:8]=[CH:7][C:3]=1[C:4](Cl)=[O:5].C([NH:15][CH:16]1[C:24]2[C:19](=[CH:20][CH:21]=[C:22]([C:25]([O:27][CH3:28])=[O:26])[CH:23]=2)[CH2:18][CH2:17]1)(C)(C)C.CCN([CH:35]([CH3:37])[CH3:36])C(C)C.[C:38](#N)C. (3) Given the product [O:1]=[S:2]1(=[O:51])[CH2:7][CH2:6][N:5]([CH2:8][CH2:9][NH:10][C@:11]23[CH2:46][CH2:45][C@@H:44]([CH:47]([CH3:50])[CH2:48][F:58])[C@@H:12]2[C@@H:13]2[C@@:26]([CH3:29])([CH2:27][CH2:28]3)[C@@:25]3([CH3:30])[C@@H:16]([C@:17]4([CH3:43])[C@@H:22]([CH2:23][CH2:24]3)[C:21]([CH3:32])([CH3:31])[C:20]([C:33]3[CH:42]=[CH:41][C:36]([C:37]([O:39][CH3:40])=[O:38])=[CH:35][CH:34]=3)=[CH:19][CH2:18]4)[CH2:15][CH2:14]2)[CH2:4][CH2:3]1, predict the reactants needed to synthesize it. The reactants are: [O:1]=[S:2]1(=[O:51])[CH2:7][CH2:6][N:5]([CH2:8][CH2:9][NH:10][C@:11]23[CH2:46][CH2:45][C@@H:44]([CH:47]([CH3:50])[CH2:48]O)[C@@H:12]2[C@@H:13]2[C@@:26]([CH3:29])([CH2:27][CH2:28]3)[C@@:25]3([CH3:30])[C@@H:16]([C@:17]4([CH3:43])[C@@H:22]([CH2:23][CH2:24]3)[C:21]([CH3:32])([CH3:31])[C:20]([C:33]3[CH:42]=[CH:41][C:36]([C:37]([O:39][CH3:40])=[O:38])=[CH:35][CH:34]=3)=[CH:19][CH2:18]4)[CH2:15][CH2:14]2)[CH2:4][CH2:3]1.CCN(S(F)(F)[F:58])CC.C(O)(C(F)(F)F)=O. (4) Given the product [Cl:1][C:2]1[C:11]2[C:6](=[CH:7][C:8]([O:14][CH2:22][CH2:21][CH2:20][N:15]3[CH2:19][CH2:18][CH2:17][CH2:16]3)=[C:9]([C:12]#[N:13])[CH:10]=2)[N:5]=[CH:4][CH:3]=1, predict the reactants needed to synthesize it. The reactants are: [Cl:1][C:2]1[C:11]2[C:6](=[CH:7][C:8]([OH:14])=[C:9]([C:12]#[N:13])[CH:10]=2)[N:5]=[CH:4][CH:3]=1.[N:15]1([CH2:20][CH2:21][CH2:22]O)[CH2:19][CH2:18][CH2:17][CH2:16]1.C1(P(C2C=CC=CC=2)C2C=CC=CC=2)C=CC=CC=1.N(C(OCC)=O)=NC(OCC)=O. (5) Given the product [F:10][C:11]1[CH:16]=[CH:15][C:14]([C:2]2[CH:9]=[CH:8][C:5]([CH:6]=[O:7])=[CH:4][CH:3]=2)=[CH:13][CH:12]=1, predict the reactants needed to synthesize it. The reactants are: Br[C:2]1[CH:9]=[CH:8][C:5]([CH:6]=[O:7])=[CH:4][CH:3]=1.[F:10][C:11]1[CH:16]=[CH:15][C:14](B(O)O)=[CH:13][CH:12]=1.C([O-])([O-])=O.[K+].[K+]. (6) Given the product [OH:23][C:20]([C:17]1[CH:18]=[CH:19][C:14]([C:13]([NH:12][C:4]2[CH:3]=[C:2]([N:25]3[CH2:29][CH2:28][CH:27]([OH:30])[CH2:26]3)[N:7]3[N:8]=[CH:9][CH:10]=[C:6]3[N:5]=2)=[O:24])=[CH:15][CH:16]=1)([CH3:22])[CH3:21], predict the reactants needed to synthesize it. The reactants are: Cl[C:2]1[N:7]2[N:8]=[C:9](C)[CH:10]=[C:6]2[N:5]=[C:4]([NH:12][C:13](=[O:24])[C:14]2[CH:19]=[CH:18][C:17]([C:20]([OH:23])([CH3:22])[CH3:21])=[CH:16][CH:15]=2)[CH:3]=1.[NH:25]1[CH2:29][CH2:28][CH:27]([OH:30])[CH2:26]1.